This data is from hERG potassium channel inhibition data for cardiac toxicity prediction from Karim et al.. The task is: Regression/Classification. Given a drug SMILES string, predict its toxicity properties. Task type varies by dataset: regression for continuous values (e.g., LD50, hERG inhibition percentage) or binary classification for toxic/non-toxic outcomes (e.g., AMES mutagenicity, cardiotoxicity, hepatotoxicity). Dataset: herg_karim. (1) The result is 0 (non-blocker). The molecule is COc1ccc(CC(=O)Nc2cc3c(cc2[N+](=O)[O-])OC(C)(C)C(O)C3NC2CC2)cc1. (2) The drug is Fc1ccc(C(c2ccc(F)cc2)N2CCN(C/C=C/c3ccccc3)CC2)cc1. The result is 1 (blocker). (3) The compound is CC1CN(C(=O)c2ccccc2)CCN1C(=O)C(=O)c1c[nH]c2ccccc12. The result is 0 (non-blocker). (4) The molecule is C[C@@H]1CN(c2nc(C(F)(F)F)no2)CCN1c1ncc(OCc2ccc(N=S(C)(C)=O)cc2F)cn1. The result is 0 (non-blocker).